Predict the reactants needed to synthesize the given product. From a dataset of Full USPTO retrosynthesis dataset with 1.9M reactions from patents (1976-2016). (1) Given the product [CH2:1]([O:8][C:9]1[CH:33]=[CH:32][C:12]([C:13]([NH:15][C:16]2[CH:21]=[C:20]([C:35]3[N:36]([CH3:40])[CH:37]=[CH:38][N:39]=3)[CH:19]=[CH:18][C:17]=2[CH3:31])=[O:14])=[CH:11][CH:10]=1)[C:2]1[CH:3]=[CH:4][CH:5]=[CH:6][CH:7]=1, predict the reactants needed to synthesize it. The reactants are: [CH2:1]([O:8][C:9]1[CH:33]=[CH:32][C:12]([C:13]([NH:15][C:16]2[CH:21]=[C:20](B3OC(C)(C)C(C)(C)O3)[CH:19]=[CH:18][C:17]=2[CH3:31])=[O:14])=[CH:11][CH:10]=1)[C:2]1[CH:7]=[CH:6][CH:5]=[CH:4][CH:3]=1.Br[C:35]1[N:36]([CH3:40])[CH:37]=[CH:38][N:39]=1.C([O-])([O-])=O.[Cs+].[Cs+]. (2) Given the product [C:1]([O:5][C:6]([N:8]1[CH2:13][CH2:12][CH:11]([C:14]2[CH:19]=[CH:18][CH:17]=[C:16]([NH2:20])[CH:15]=2)[CH2:10][CH2:9]1)=[O:7])([CH3:4])([CH3:2])[CH3:3], predict the reactants needed to synthesize it. The reactants are: [C:1]([O:5][C:6]([N:8]1[CH2:13][CH:12]=[C:11]([C:14]2[CH:19]=[CH:18][CH:17]=[C:16]([N+:20]([O-])=O)[CH:15]=2)[CH2:10][CH2:9]1)=[O:7])([CH3:4])([CH3:3])[CH3:2].C(OCC)C.